Task: Predict the reactants needed to synthesize the given product.. Dataset: Full USPTO retrosynthesis dataset with 1.9M reactions from patents (1976-2016) (1) Given the product [CH2:1]([O:3][C:4]([C:5]1[C:9]([CH3:10])=[N:20][N:19]([C:14]2[CH:15]=[CH:16][CH:17]=[CH:18][N:13]=2)[C:6]=1[CH3:7])=[O:12])[CH3:2], predict the reactants needed to synthesize it. The reactants are: [CH2:1]([O:3][C:4](=[O:12])[CH:5]([C:9](=O)[CH3:10])[C:6](=O)[CH3:7])[CH3:2].[N:13]1[CH:18]=[CH:17][CH:16]=[CH:15][C:14]=1[NH:19][NH2:20]. (2) Given the product [F:23][C:13]1[C:12]([CH2:11][C:8]2[N:6]3[N:7]=[C:2]([N:27]4[CH2:28][CH2:29][NH:24][C:25](=[O:30])[CH2:26]4)[CH:3]=[CH:4][C:5]3=[N:10][CH:9]=2)=[C:20]([F:21])[CH:19]=[C:18]2[C:14]=1[CH:15]=[N:16][N:17]2[CH3:22], predict the reactants needed to synthesize it. The reactants are: Cl[C:2]1[CH:3]=[CH:4][C:5]2[N:6]([C:8]([CH2:11][C:12]3[C:13]([F:23])=[C:14]4[C:18](=[CH:19][C:20]=3[F:21])[N:17]([CH3:22])[N:16]=[CH:15]4)=[CH:9][N:10]=2)[N:7]=1.[NH:24]1[CH2:29][CH2:28][NH:27][CH2:26][C:25]1=[O:30]. (3) The reactants are: [Br:1][C:2]1[CH:8]=[CH:7][C:5]([NH2:6])=[C:4]([C:9]([CH3:12])([CH3:11])[CH3:10])[CH:3]=1.[ClH:13].[Cl:14][CH2:15][CH2:16][NH:17][CH2:18][CH2:19]Cl.[OH-].[Na+].Cl. Given the product [ClH:14].[ClH:13].[Br:1][C:2]1[CH:8]=[CH:7][C:5]([N:6]2[CH2:19][CH2:18][NH:17][CH2:16][CH2:15]2)=[C:4]([C:9]([CH3:12])([CH3:11])[CH3:10])[CH:3]=1, predict the reactants needed to synthesize it. (4) Given the product [Si:23]([O:22][CH2:30][CH2:31][CH2:32][N:21]1[C:4]2[C:3]([O:2][CH3:1])=[N:8][C:7]([N:9]3[CH:13]=[C:12]([C:14]([O:16][CH2:17][CH3:18])=[O:15])[CH:11]=[N:10]3)=[N:6][C:5]=2[CH:19]=[N:20]1)([C:26]([CH3:27])([CH3:28])[CH3:29])([CH3:25])[CH3:24], predict the reactants needed to synthesize it. The reactants are: [CH3:1][O:2][C:3]1[C:4]2[NH:21][N:20]=[CH:19][C:5]=2[N:6]=[C:7]([N:9]2[CH:13]=[C:12]([C:14]([O:16][CH2:17][CH3:18])=[O:15])[CH:11]=[N:10]2)[N:8]=1.[O:22]([CH2:30][CH2:31][CH2:32]O)[Si:23]([C:26]([CH3:29])([CH3:28])[CH3:27])([CH3:25])[CH3:24].C1(P(C2C=CC=CC=2)C2C=CC=CC=2)C=CC=CC=1.N(C(OC(C)C)=O)=NC(OC(C)C)=O. (5) Given the product [Cl:1][C:2]1[CH:7]=[CH:6][C:5]([NH2:8])=[CH:4][C:3]=1[C:11]1[NH:12][C:13]([C:16]2[CH:21]=[CH:20][CH:19]=[CH:18][CH:17]=2)=[CH:14][N:15]=1, predict the reactants needed to synthesize it. The reactants are: [Cl:1][C:2]1[CH:7]=[CH:6][C:5]([N+:8]([O-])=O)=[CH:4][C:3]=1[C:11]1[NH:12][C:13]([C:16]2[CH:21]=[CH:20][CH:19]=[CH:18][CH:17]=2)=[CH:14][N:15]=1.O.O.Cl[Sn]Cl. (6) Given the product [Br:19][C:17]1[CH:18]=[C:13]([NH:12][C:10]2[N:11]=[C:6]([O:5][CH2:4][CH2:3][NH:2][C:29](=[O:32])[CH2:30][CH3:31])[CH:7]=[CH:8][CH:9]=2)[C:14](=[O:21])[N:15]([CH3:20])[CH:16]=1, predict the reactants needed to synthesize it. The reactants are: Cl.[NH2:2][CH2:3][CH2:4][O:5][C:6]1[N:11]=[C:10]([NH:12][C:13]2[C:14](=[O:21])[N:15]([CH3:20])[CH:16]=[C:17]([Br:19])[CH:18]=2)[CH:9]=[CH:8][CH:7]=1.CCN(CC)CC.[C:29](Cl)(=[O:32])[CH2:30][CH3:31]. (7) Given the product [Si:38]([O:37][CH2:36][CH2:35][CH2:34][CH2:33][N:27]([C:5]1[CH:4]=[N:3][N:2]([CH3:1])[C:6]=1[NH:7][C:8]([C:15]1[CH:20]=[CH:19][CH:18]=[CH:17][CH:16]=1)([C:21]1[CH:22]=[CH:23][CH:24]=[CH:25][CH:26]=1)[C:9]1[CH:10]=[CH:11][CH:12]=[CH:13][CH:14]=1)[CH:28]=[O:29])([C:41]([CH3:42])([CH3:43])[CH3:44])([CH3:39])[CH3:40], predict the reactants needed to synthesize it. The reactants are: [CH3:1][N:2]1[C:6]([NH:7][C:8]([C:21]2[CH:26]=[CH:25][CH:24]=[CH:23][CH:22]=2)([C:15]2[CH:20]=[CH:19][CH:18]=[CH:17][CH:16]=2)[C:9]2[CH:14]=[CH:13][CH:12]=[CH:11][CH:10]=2)=[C:5]([NH:27][CH:28]=[O:29])[CH:4]=[N:3]1.[H-].[Na+].Br[CH2:33][CH2:34][CH2:35][CH2:36][O:37][Si:38]([C:41]([CH3:44])([CH3:43])[CH3:42])([CH3:40])[CH3:39].[Na+].[I-].